This data is from Full USPTO retrosynthesis dataset with 1.9M reactions from patents (1976-2016). The task is: Predict the reactants needed to synthesize the given product. (1) Given the product [F:8][C:4]1[CH:5]=[CH:6][CH:7]=[C:2]([F:1])[C:3]=1[C:9]1[CH:10]=[C:11]2[C:15](=[CH:16][CH:17]=1)[NH:14][N:13]=[C:12]2[C:24]1[N:29]=[C:28]([N:30]2[CH2:35][CH2:34][CH2:33][CH:32]([NH2:36])[CH2:31]2)[CH:27]=[N:26][CH:25]=1, predict the reactants needed to synthesize it. The reactants are: [F:1][C:2]1[CH:7]=[CH:6][CH:5]=[C:4]([F:8])[C:3]=1[C:9]1[CH:10]=[C:11]2[C:15](=[CH:16][CH:17]=1)[N:14](C1CCCCO1)[N:13]=[C:12]2[C:24]1[N:29]=[C:28]([N:30]2[CH2:35][CH2:34][CH2:33][CH:32]([NH:36]C(=O)OC(C)(C)C)[CH2:31]2)[CH:27]=[N:26][CH:25]=1.Cl. (2) Given the product [CH2:1]([O:3][C:4]1[CH:5]=[C:6]([CH:9]=[CH:10][C:11]=1[O:12][CH2:13][CH3:14])[C:7]([NH2:8])=[S:17])[CH3:2], predict the reactants needed to synthesize it. The reactants are: [CH2:1]([O:3][C:4]1[CH:5]=[C:6]([CH:9]=[CH:10][C:11]=1[O:12][CH2:13][CH3:14])[C:7]#[N:8])[CH3:2].C(N)(=[S:17])C. (3) Given the product [Cl:30][C:15]1[C:10]2[CH:9]=[C:8]([C:5]3[CH:6]=[CH:7][C:2]([F:1])=[CH:3][CH:4]=3)[S:18][C:11]=2[N:12]=[C:13]([CH3:17])[N:14]=1, predict the reactants needed to synthesize it. The reactants are: [F:1][C:2]1[CH:7]=[CH:6][C:5]([C:8]2[S:18][C:11]3[N:12]=[C:13]([CH3:17])[NH:14][C:15](=O)[C:10]=3[CH:9]=2)=[CH:4][CH:3]=1.C(N(C(C)C)CC)(C)C.O=P(Cl)(Cl)[Cl:30]. (4) Given the product [C:24]([O:28][C:29]([N:9]1[CH2:10][CH2:11][C:12]2[C:17](=[CH:16][C:15]([O:18][CH3:19])=[C:14]([O:20][CH3:21])[CH:13]=2)[CH:8]1[CH2:7][C:6]1[CH:5]=[CH:4][C:3]([Br:2])=[CH:23][CH:22]=1)=[O:30])([CH3:27])([CH3:26])[CH3:25], predict the reactants needed to synthesize it. The reactants are: Cl.[Br:2][C:3]1[CH:23]=[CH:22][C:6]([CH2:7][CH:8]2[C:17]3[C:12](=[CH:13][C:14]([O:20][CH3:21])=[C:15]([O:18][CH3:19])[CH:16]=3)[CH2:11][CH2:10][NH:9]2)=[CH:5][CH:4]=1.[C:24]([O:28][C:29](O[C:29]([O:28][C:24]([CH3:27])([CH3:26])[CH3:25])=[O:30])=[O:30])([CH3:27])([CH3:26])[CH3:25].C(N(CC)CC)C. (5) The reactants are: [Br:1][C:2]1[CH:3]=[CH:4][C:5]([O:9][CH3:10])=[C:6]([OH:8])[CH:7]=1.[F:11][CH2:12][CH:13](O)[CH2:14][F:15]. Given the product [Br:1][C:2]1[CH:3]=[CH:4][C:5]([O:9][CH3:10])=[C:6]([O:8][CH:13]([CH2:14][F:15])[CH2:12][F:11])[CH:7]=1, predict the reactants needed to synthesize it. (6) The reactants are: [CH2:1]([O:8][C:9]1[CH:14]=[CH:13][C:12]([N:15]2[C:19]3=[N:20][CH:21]=[CH:22][C:23]([CH3:24])=[C:18]3[NH:17][C:16]2=[O:25])=[CH:11][CH:10]=1)[C:2]1[CH:7]=[CH:6][CH:5]=[CH:4][CH:3]=1.I[CH:27]([CH3:29])[CH3:28].C(=O)([O-])[O-].[K+].[K+].O. Given the product [CH2:1]([O:8][C:9]1[CH:10]=[CH:11][C:12]([N:15]2[C:19]3=[N:20][CH:21]=[CH:22][C:23]([CH3:24])=[C:18]3[N:17]([CH:27]([CH3:29])[CH3:28])[C:16]2=[O:25])=[CH:13][CH:14]=1)[C:2]1[CH:7]=[CH:6][CH:5]=[CH:4][CH:3]=1, predict the reactants needed to synthesize it. (7) Given the product [NH2:22][C:20](=[O:21])[C@@H:19]([NH:18][C:15]([C:9]1([NH:8][C:6](=[O:7])[O:5][C:1]([CH3:2])([CH3:3])[CH3:4])[CH2:10][CH2:11][O:12][CH2:13][CH2:14]1)=[O:17])[CH2:23][C:24]1[CH:25]=[CH:26][C:27]([C:30]2[CH:35]=[CH:34][C:33]([C:36]#[N:37])=[CH:32][CH:31]=2)=[CH:28][CH:29]=1, predict the reactants needed to synthesize it. The reactants are: [C:1]([O:5][C:6]([NH:8][C:9]1([C:15]([OH:17])=O)[CH2:14][CH2:13][O:12][CH2:11][CH2:10]1)=[O:7])([CH3:4])([CH3:3])[CH3:2].[NH2:18][C@@H:19]([CH2:23][C:24]1[CH:29]=[CH:28][C:27]([C:30]2[CH:35]=[CH:34][C:33]([C:36]#[N:37])=[CH:32][CH:31]=2)=[CH:26][CH:25]=1)[C:20]([NH2:22])=[O:21].C(N(C(C)C)C(C)C)C.CN(C(ON1N=NC2C=CC=CC1=2)=[N+](C)C)C.[B-](F)(F)(F)F. (8) The reactants are: Cl.[CH:2]([N:5]1[CH2:10][CH2:9][CH:8]([O:11][C:12]2[CH:13]=[C:14]3[CH:20]=[C:19]([C:21](O)=[O:22])[NH:18][C:15]3=[N:16][CH:17]=2)[CH2:7][CH2:6]1)([CH3:4])[CH3:3].F[B-](F)(F)F.N1(OC(N(C)C)=[N+](C)C)C2C=CC=CC=2N=N1.[F:46][C:47]1[CH:54]=[CH:53][C:50]([CH2:51][NH2:52])=[CH:49][CH:48]=1.C(N(CC)C(C)C)(C)C. Given the product [F:46][C:47]1[CH:54]=[CH:53][C:50]([CH2:51][NH:52][C:21]([C:19]2[NH:18][C:15]3=[N:16][CH:17]=[C:12]([O:11][CH:8]4[CH2:9][CH2:10][N:5]([CH:2]([CH3:4])[CH3:3])[CH2:6][CH2:7]4)[CH:13]=[C:14]3[CH:20]=2)=[O:22])=[CH:49][CH:48]=1, predict the reactants needed to synthesize it. (9) Given the product [NH3:7].[NH2:7][CH2:8][CH2:9][C:10]1[CH:11]=[CH:12][C:13]([O:16][CH2:17][CH2:18][CH2:19][C:20]2[CH:25]=[CH:24][C:23]([OH:26])=[C:22]([C@@H:27]([C:37]3[CH:38]=[CH:39][CH:40]=[CH:41][CH:42]=3)[CH2:28][CH2:29][N:30]([CH:34]([CH3:35])[CH3:36])[CH:31]([CH3:33])[CH3:32])[CH:21]=2)=[CH:14][CH:15]=1, predict the reactants needed to synthesize it. The reactants are: C(OC(=O)[NH:7][CH2:8][CH2:9][C:10]1[CH:15]=[CH:14][C:13]([O:16][CH2:17][CH2:18][CH2:19][C:20]2[CH:25]=[CH:24][C:23]([OH:26])=[C:22]([C@@H:27]([C:37]3[CH:42]=[CH:41][CH:40]=[CH:39][CH:38]=3)[CH2:28][CH2:29][N:30]([CH:34]([CH3:36])[CH3:35])[CH:31]([CH3:33])[CH3:32])[CH:21]=2)=[CH:12][CH:11]=1)(C)(C)C.Cl.